Dataset: Forward reaction prediction with 1.9M reactions from USPTO patents (1976-2016). Task: Predict the product of the given reaction. (1) Given the reactants [CH3:1][C:2]1[NH:3][C:4]([C:22]([F:25])([F:24])[F:23])=[C:5]([C:20]#[N:21])[C@@H:6]([C:10]2[CH:11]=[C:12]3[C:16](=[CH:17][CH:18]=2)[NH:15][N:14]=[C:13]3[CH3:19])[C:7]=1[C:8]#[N:9].[OH-].[K+:27], predict the reaction product. The product is: [C:8]([C:7]1[C@H:6]([C:10]2[CH:11]=[C:12]3[C:16](=[CH:17][CH:18]=2)[NH:15][N:14]=[C:13]3[CH3:19])[C:5]([C:20]#[N:21])=[C:4]([C:22]([F:23])([F:25])[F:24])[N-:3][C:2]=1[CH3:1])#[N:9].[K+:27]. (2) Given the reactants [N:1]([CH2:4][C:5]1[CH:10]=[CH:9][C:8]([C:11]([F:14])([F:13])[F:12])=[CH:7][CH:6]=1)=[N+:2]=[N-:3].[O:15]=[C:16]1O[C@H]([C@H](CO)O)[C:19]([O-])=[C:17]1O.[Na+], predict the reaction product. The product is: [F:14][C:11]([F:13])([F:12])[C:8]1[CH:7]=[CH:6][C:5]([CH2:4][N:1]2[CH:19]=[C:17]([CH2:16][OH:15])[N:3]=[N:2]2)=[CH:10][CH:9]=1.